From a dataset of Reaction yield outcomes from USPTO patents with 853,638 reactions. Predict the reaction yield, written as a fraction of the theoretical maximum amount of product (1.0 means a 100% yield; for example, 0.34 means a 34% yield). (1) The reactants are [CH3:1][C@H:2]([CH:30]=[CH2:31])[C:3]([NH:5][C:6]1[CH:11]=[CH:10][CH:9]=[CH:8][C:7]=1[C:12]1[CH:17]=[CH:16][N:15]=[C:14]([C@@H:18]([NH:22][C:23](=[O:29])[O:24][C:25]([CH3:28])([CH3:27])[CH3:26])[CH2:19]C=C)[CH:13]=1)=[O:4].CC1C=CC(S(O)(=O)=O)=CC=1. The catalyst is ClCCl. The product is [CH3:1][C@H:2]1[C:3](=[O:4])[NH:5][C:6]2[CH:11]=[CH:10][CH:9]=[CH:8][C:7]=2[C:12]2[CH:17]=[CH:16][N:15]=[C:14]([CH:13]=2)[C@@H:18]([NH:22][C:23](=[O:29])[O:24][C:25]([CH3:28])([CH3:27])[CH3:26])[CH2:19][CH:31]=[CH:30]1. The yield is 0.780. (2) The reactants are [CH3:1][O:2][C:3]1[CH:4]=[C:5]([C:11]([C:15]2[CH:20]=[CH:19][CH:18]=[C:17]([N+:21]([O-])=O)[CH:16]=2)=[CH:12][C:13]#[N:14])[CH:6]=[CH:7][C:8]=1[O:9][CH3:10].[H][H]. The catalyst is C(OCC)(=O)C.[Pd]. The product is [NH2:21][C:17]1[CH:16]=[C:15]([C:11]([C:5]2[CH:6]=[CH:7][C:8]([O:9][CH3:10])=[C:3]([O:2][CH3:1])[CH:4]=2)=[CH:12][C:13]#[N:14])[CH:20]=[CH:19][CH:18]=1. The yield is 0.560. (3) The reactants are [CH3:1][N:2]1[C@@H:18]2[CH2:19][C:7]3[CH:8]=[CH:9][C:10]([O:22][CH3:23])=[C:11]4[O:12][C@H:13]5[C:14]([O:20][CH3:21])=[CH:15][CH:16]=[C:17]2[C@:5]5([C:6]=34)[CH2:4][CH2:3]1.C(CN)O.O. The catalyst is C(OCCO)C. The product is [CH3:1][N:2]1[C@@H:18]2[CH2:19][C:7]3[CH:8]=[CH:9][C:10]([O:22][CH3:23])=[C:11]4[O:12][C@H:13]5[C:14]([O:20][CH3:21])=[CH:15][CH2:16][C@@H:17]2[C@:5]5([C:6]=34)[CH2:4][CH2:3]1. The yield is 0.903. (4) The reactants are [CH:1]1([C:4](O)=O)C[CH2:2]1.C1(P(N=[N+]=[N-])(C2C=CC=CC=2)=[O:14])C=CC=CC=1.C([N:26]([CH2:29]C)CC)C.[NH2:31][C:32]1[C:33]([OH:43])=[C:34]([S:39]([NH2:42])(=[O:41])=[O:40])[C:35]([Cl:38])=[CH:36][CH:37]=1. The catalyst is CN(C)C=O. The product is [NH2:42][S:39]([C:34]1[C:33]([OH:43])=[C:32]([NH:31][C:29]([NH:26][CH:4]2[CH2:2][CH2:1]2)=[O:14])[CH:37]=[CH:36][C:35]=1[Cl:38])(=[O:41])=[O:40]. The yield is 0.270.